This data is from M1 muscarinic receptor antagonist screen with 61,756 compounds. The task is: Binary Classification. Given a drug SMILES string, predict its activity (active/inactive) in a high-throughput screening assay against a specified biological target. (1) The molecule is O(C(=O)c1c(n(c(c1)c1ccccc1)CC(O)=O)C)CC. The result is 0 (inactive). (2) The compound is S(c1n(c2c(c(ccc2)C)C)c(nn1)c1sccc1)CCC(O)=O. The result is 0 (inactive). (3) The compound is O=C1N(C2CCCC2)C(CC1)C(=O)Nc1c(C(=O)N2CCOCC2)cccc1. The result is 0 (inactive). (4) The compound is S(=O)(=O)(N1CCOCC1)c1ccc(C(=O)Nc2sc3c(CCC3)c2C(=O)NC)cc1. The result is 0 (inactive).